Task: Predict the product of the given reaction.. Dataset: Forward reaction prediction with 1.9M reactions from USPTO patents (1976-2016) (1) Given the reactants [C:1]([C:3]1[CH:4]=[C:5]2[C:9](=[CH:10][CH:11]=1)[NH:8][C:7](=[O:12])[C:6]2([NH:22][C:23]([N:25]1[CH2:30][CH2:29][N:28]([CH:31]2[CH2:36][CH2:35][N:34]([CH3:37])[CH2:33][CH2:32]2)[CH2:27][CH2:26]1)=[O:24])[C:13]1[C:14]([O:19][CH2:20][CH3:21])=[N:15][CH:16]=[CH:17][CH:18]=1)#[N:2].[H-].[Na+].N1C2C(=CC=CC=2)CC1=O.[CH3:50][O:51][C:52]1[CH:57]=[CH:56][C:55]([S:58](Cl)(=[O:60])=[O:59])=[CH:54][CH:53]=1.C(=O)(O)[O-].[Na+], predict the reaction product. The product is: [C:1]([C:3]1[CH:4]=[C:5]2[C:9](=[CH:10][CH:11]=1)[N:8]([S:58]([C:55]1[CH:54]=[CH:53][C:52]([O:51][CH3:50])=[CH:57][CH:56]=1)(=[O:60])=[O:59])[C:7](=[O:12])[C:6]2([NH:22][C:23]([N:25]1[CH2:26][CH2:27][N:28]([CH:31]2[CH2:32][CH2:33][N:34]([CH3:37])[CH2:35][CH2:36]2)[CH2:29][CH2:30]1)=[O:24])[C:13]1[C:14]([O:19][CH2:20][CH3:21])=[N:15][CH:16]=[CH:17][CH:18]=1)#[N:2]. (2) Given the reactants Cl.[CH:2]1([N:5]2[CH2:10][C:9]3([CH2:15][CH2:14][NH:13][CH2:12][CH2:11]3)[O:8][CH2:7][C:6]2=[O:16])[CH2:4][CH2:3]1.[Br:17][C:18]1[S:22][C:21]([S:23](Cl)(=[O:25])=[O:24])=[CH:20][C:19]=1[CH3:27].C(O)C, predict the reaction product. The product is: [Br:17][C:18]1[S:22][C:21]([S:23]([N:13]2[CH2:12][CH2:11][C:9]3([O:8][CH2:7][C:6](=[O:16])[N:5]([CH:2]4[CH2:4][CH2:3]4)[CH2:10]3)[CH2:15][CH2:14]2)(=[O:25])=[O:24])=[CH:20][C:19]=1[CH3:27]. (3) Given the reactants [NH2:1][CH2:2][CH2:3][CH2:4][N:5]1[CH2:10][CH2:9][CH:8]([C:11]2[CH:12]=[C:13]([NH:17][C:18](=[O:22])[CH:19]([CH3:21])[CH3:20])[CH:14]=[CH:15][CH:16]=2)[CH2:7][CH2:6]1.[Cl:23][C:24]1[CH:29]=[CH:28][CH:27]=[C:26]([F:30])[C:25]=1[C:31]1[C:35]([C:36](Cl)=[O:37])=[C:34]([CH3:39])[O:33][N:32]=1, predict the reaction product. The product is: [Cl:23][C:24]1[CH:29]=[CH:28][CH:27]=[C:26]([F:30])[C:25]=1[C:31]1[C:35]([C:36]([NH:1][CH2:2][CH2:3][CH2:4][N:5]2[CH2:10][CH2:9][CH:8]([C:11]3[CH:16]=[CH:15][CH:14]=[C:13]([NH:17][C:18](=[O:22])[CH:19]([CH3:20])[CH3:21])[CH:12]=3)[CH2:7][CH2:6]2)=[O:37])=[C:34]([CH3:39])[O:33][N:32]=1.